Dataset: Human liver microsome stability data. Task: Regression/Classification. Given a drug SMILES string, predict its absorption, distribution, metabolism, or excretion properties. Task type varies by dataset: regression for continuous measurements (e.g., permeability, clearance, half-life) or binary classification for categorical outcomes (e.g., BBB penetration, CYP inhibition). Dataset: hlm. The molecule is O=C(Nc1ccc(F)c(-c2nc3cc(-c4cccnc4F)cnc3[nH]2)c1)N1CC[C@@H](F)C1. The result is 0 (unstable in human liver microsomes).